From a dataset of Forward reaction prediction with 1.9M reactions from USPTO patents (1976-2016). Predict the product of the given reaction. (1) Given the reactants [OH-:1].[CH2:2]([N+](C)(C)C)[C:3]1[CH:8]=CC=C[CH:4]=1.[OH:13][CH2:14][CH2:15][C:16]1[CH:44]=[CH:43][C:19]([CH2:20][CH2:21][N:22]2[CH2:42][CH2:41][C:25]3([O:30][CH2:29][CH2:28][N:27]([C:31]([C:33]4[N:34]=[C:35]([CH:38]([CH3:40])[CH3:39])[S:36][CH:37]=4)=[O:32])[CH2:26]3)[CH2:24][CH2:23]2)=[CH:18][CH:17]=1, predict the reaction product. The product is: [CH:38]([C:35]1[S:36][CH:37]=[C:33]([C:31]([N:27]2[CH2:26][C:25]3([CH2:41][CH2:42][N:22]([CH2:21][CH2:20][C:19]4[CH:18]=[CH:17][C:16]([CH2:15][CH2:14][O:13][CH2:16][CH2:15][C:14]([O:13][C:3]([CH3:2])([CH3:4])[CH3:8])=[O:1])=[CH:44][CH:43]=4)[CH2:23][CH2:24]3)[O:30][CH2:29][CH2:28]2)=[O:32])[N:34]=1)([CH3:40])[CH3:39]. (2) Given the reactants C(N(CC)CC)C.[NH:8]1[C:12]2[CH:13]=[CH:14][CH:15]=[CH:16][C:11]=2[N:10]=[C:9]1[C:17]1[CH:21]=[C:20]([C:22]2[CH:28]=[CH:27][C:25]([NH2:26])=[CH:24][CH:23]=2)[NH:19][N:18]=1.[C:29]1([N:35]=[C:36]=[O:37])[CH:34]=[CH:33][CH:32]=[CH:31][CH:30]=1, predict the reaction product. The product is: [NH:10]1[C:11]2[CH:16]=[CH:15][CH:14]=[CH:13][C:12]=2[N:8]=[C:9]1[C:17]1[CH:21]=[C:20]([C:22]2[CH:28]=[CH:27][C:25]([NH:26][C:36]([NH:35][C:29]3[CH:34]=[CH:33][CH:32]=[CH:31][CH:30]=3)=[O:37])=[CH:24][CH:23]=2)[NH:19][N:18]=1.